Dataset: Forward reaction prediction with 1.9M reactions from USPTO patents (1976-2016). Task: Predict the product of the given reaction. (1) Given the reactants [CH3:1][C:2]1[CH:28]=[C:27]([CH3:29])[CH:26]=[CH:25][C:3]=1[CH2:4][N:5]1[C:13]([C:14]2[CH:19]=[CH:18][C:17]([F:20])=[CH:16][CH:15]=2)=[C:12]2[C:7]([C:8]([C:21]([O:23]C)=[O:22])=[CH:9][CH:10]=[CH:11]2)=[N:6]1.[OH-].[Na+].Cl, predict the reaction product. The product is: [CH3:1][C:2]1[CH:28]=[C:27]([CH3:29])[CH:26]=[CH:25][C:3]=1[CH2:4][N:5]1[C:13]([C:14]2[CH:19]=[CH:18][C:17]([F:20])=[CH:16][CH:15]=2)=[C:12]2[C:7]([C:8]([C:21]([OH:23])=[O:22])=[CH:9][CH:10]=[CH:11]2)=[N:6]1. (2) Given the reactants [ClH:1].[CH3:2][O:3][C:4](=[O:10])[C@@:5]([NH2:9])([CH3:8])[CH2:6][CH3:7].C1C=CC([C@H](N)CO)=CC=1, predict the reaction product. The product is: [ClH:1].[CH3:2][O:3][C:4](=[O:10])[C@:5]([NH2:9])([CH3:8])[CH2:6][CH3:7]. (3) Given the reactants [CH:1]([C:4]1[N:5]=[C:6]2[C:11]([Cl:12])=[CH:10][CH:9]=[CH:8][N:7]2[CH:13]=1)([CH3:3])[CH3:2].Br[C:15]1[CH:31]=[CH:30][C:18]([O:19][C:20]2[CH:25]=[CH:24][CH:23]=[C:22]([S:26]([CH3:29])(=[O:28])=[O:27])[CH:21]=2)=[CH:17][CH:16]=1, predict the reaction product. The product is: [Cl:12][C:11]1[C:6]2[N:7]([C:13]([C:15]3[CH:16]=[CH:17][C:18]([O:19][C:20]4[CH:25]=[CH:24][CH:23]=[C:22]([S:26]([CH3:29])(=[O:28])=[O:27])[CH:21]=4)=[CH:30][CH:31]=3)=[C:4]([CH:1]([CH3:3])[CH3:2])[N:5]=2)[CH:8]=[CH:9][CH:10]=1. (4) Given the reactants C(OC([N:11]1[CH2:16][C@@H:15]([C:17](=[O:19])[NH2:18])[N:14]([CH2:20][CH2:21][CH2:22][C:23]([N:25]2[CH2:32][CH2:31][C:28]3([CH2:30][CH2:29]3)[C@H:27]([OH:33])[CH2:26]2)=[O:24])[C:13](=[O:34])[C@@H:12]1[CH3:35])=O)C1C=CC=CC=1.[H][H], predict the reaction product. The product is: [OH:33][C@@H:27]1[CH2:26][N:25]([C:23](=[O:24])[CH2:22][CH2:21][CH2:20][N:14]2[C:13](=[O:34])[C@H:12]([CH3:35])[NH:11][CH2:16][C@H:15]2[C:17]([NH2:18])=[O:19])[CH2:32][CH2:31][C:28]21[CH2:29][CH2:30]2.